Dataset: Forward reaction prediction with 1.9M reactions from USPTO patents (1976-2016). Task: Predict the product of the given reaction. (1) Given the reactants Br[C:2]1[CH:11]=[C:10]2[C:5]([C:6](=[O:12])[NH:7][CH:8]=[N:9]2)=[CH:4][C:3]=1[F:13].[CH3:14][N:15](C=O)C, predict the reaction product. The product is: [F:13][C:3]1[CH:4]=[C:5]2[C:10](=[CH:11][C:2]=1[C:14]#[N:15])[N:9]=[CH:8][NH:7][C:6]2=[O:12]. (2) Given the reactants COC1C=[C:11]2[C:6]([CH2:7][CH2:8][C:9](=[O:13])[CH2:10]2)=[CH:5][CH:4]=1.[CH3:14]I.[OH-].[K+].[CH2:18]1[CH2:22][O:21][CH2:20][CH2:19]1, predict the reaction product. The product is: [CH3:20][O:21][C:22]1[CH:18]=[C:19]2[C:6]([CH2:11][CH2:10][C:9](=[O:13])[C:8]2([CH3:7])[CH3:14])=[CH:5][CH:4]=1. (3) The product is: [Cl:12][C:13]1[C:18]([Cl:19])=[CH:17][CH:16]=[CH:15][C:14]=1[C:2]1[CH:3]=[C:4]([CH:9]=[CH:10][N:11]=1)[C:5]([O:7][CH3:8])=[O:6]. Given the reactants Br[C:2]1[CH:3]=[C:4]([CH:9]=[CH:10][N:11]=1)[C:5]([O:7][CH3:8])=[O:6].[Cl:12][C:13]1[C:18]([Cl:19])=[CH:17][CH:16]=[CH:15][C:14]=1B(O)O.C1(P(C2CCCCC2)C2C=CC=CC=2C2C=CC=CC=2N(C)C)CCCCC1.P([O-])([O-])([O-])=O.[K+].[K+].[K+], predict the reaction product. (4) Given the reactants [NH:1]1[C:5]2=[CH:6][N:7]=[CH:8][CH:9]=[C:4]2[CH:3]=[CH:2]1.C(N(CC)CC)C.[C:17](O[C:17]([O:19][C:20]([CH3:23])([CH3:22])[CH3:21])=[O:18])([O:19][C:20]([CH3:23])([CH3:22])[CH3:21])=[O:18].O, predict the reaction product. The product is: [N:1]1([C:17]([O:19][C:20]([CH3:23])([CH3:22])[CH3:21])=[O:18])[C:5]2=[CH:6][N:7]=[CH:8][CH:9]=[C:4]2[CH:3]=[CH:2]1.